Predict the product of the given reaction. From a dataset of Forward reaction prediction with 1.9M reactions from USPTO patents (1976-2016). Given the reactants Br[C:2]1[C:7]([C:8]([F:11])([F:10])[F:9])=[CH:6][C:5]([NH:12][C:13]2[N:17]=[C:16]([NH2:18])[NH:15][N:14]=2)=[CH:4][C:3]=1[Cl:19].CN1C(C)(C)CC(SC2C=CC(B3OC(C)(C)C(C)(C)O3)=CC=2)CC1(C)C.[OH:47][C@H:48]1[CH2:53][CH2:52][C@H:51]([NH:54][S:55]([C:58]2[CH:63]=[CH:62][C:61](B3OC(C)(C)C(C)(C)O3)=[CH:60][CH:59]=2)(=[O:57])=[O:56])[CH2:50][CH2:49]1.C([O-])([O-])=O.[K+].[K+], predict the reaction product. The product is: [NH2:18][C:16]1[NH:15][N:14]=[C:13]([NH:12][C:5]2[CH:6]=[C:7]([C:8]([F:11])([F:10])[F:9])[C:2]([C:61]3[CH:62]=[CH:63][C:58]([S:55]([NH:54][C@H:51]4[CH2:50][CH2:49][C@H:48]([OH:47])[CH2:53][CH2:52]4)(=[O:57])=[O:56])=[CH:59][CH:60]=3)=[C:3]([Cl:19])[CH:4]=2)[N:17]=1.